From a dataset of Forward reaction prediction with 1.9M reactions from USPTO patents (1976-2016). Predict the product of the given reaction. (1) The product is: [CH3:1][O:2][C:3]1[CH:4]=[C:5]([CH:6]([NH2:7])[CH2:11][CH3:12])[CH:8]=[CH:9][CH:10]=1. Given the reactants [CH3:1][O:2][C:3]1[CH:4]=[C:5]([CH:8]=[CH:9][CH:10]=1)[C:6]#[N:7].[CH2:11]([Mg]Br)[CH3:12].CO.[H-].[H-].[H-].[H-].[Li+].[Al+3], predict the reaction product. (2) Given the reactants C(C1[C:8]([C:9]([F:12])([F:11])[F:10])=[CH:7][CH:6]=[CH:5][N:4]=1)#N.[CH3:13][Mg]I.CC[O:18][CH2:19][CH3:20], predict the reaction product. The product is: [C:19]([C:20]1[C:8]([C:9]([F:12])([F:11])[F:10])=[CH:7][CH:6]=[CH:5][N:4]=1)(=[O:18])[CH3:13]. (3) Given the reactants [CH3:1][C:2]1[C:6]([C:7]([O-:9])=[O:8])=[CH:5][S:4][N:3]=1.[OH-].[Na+].Cl.[CH2:13]1COCC1.CO.O, predict the reaction product. The product is: [CH2:1]([C:2]1[C:6]([C:7]([OH:9])=[O:8])=[CH:5][S:4][N:3]=1)[CH3:13]. (4) Given the reactants [Br:1][C:2]1[CH:3]=[C:4]([CH:21]=[C:22](C(F)(F)F)[CH:23]=1)[CH2:5][O:6][C:7]1[CH:12]=[CH:11][CH:10]=[CH:9][C:8]=1[CH2:13][C:14]([O:16][C:17]([CH3:20])([CH3:19])[CH3:18])=[O:15].BrC1C=C(CO)C=C([O:35][CH2:36][C:37]2([CH3:40])[CH2:39][CH2:38]2)C=1.OC1C=CC=CC=1CC(OC(C)(C)C)=O, predict the reaction product. The product is: [Br:1][C:2]1[CH:3]=[C:4]([CH:21]=[C:22]([O:35][CH2:36][C:37]2([CH3:40])[CH2:39][CH2:38]2)[CH:23]=1)[CH2:5][O:6][C:7]1[CH:12]=[CH:11][CH:10]=[CH:9][C:8]=1[CH2:13][C:14]([O:16][C:17]([CH3:18])([CH3:19])[CH3:20])=[O:15]. (5) The product is: [NH2:2][C:1]1[NH:19][C:8]2[C:7]([C:3]=1[C:4]([NH2:6])=[O:5])=[CH:12][CH:11]=[C:10]([C:13]1[N:14]=[N:15][N:16]([CH3:18])[N:17]=1)[CH:9]=2. Given the reactants [C:1]([CH:3]([C:7]1[CH:12]=[CH:11][C:10]([C:13]2[N:14]=[N:15][N:16]([CH3:18])[N:17]=2)=[CH:9][C:8]=1[N+:19]([O-])=O)[C:4]([NH2:6])=[O:5])#[N:2], predict the reaction product. (6) Given the reactants [F:1][C:2]1[CH:7]=[CH:6][C:5]([C:8]([CH:14]2[CH2:18][CH2:17][CH2:16][CH2:15]2)([CH3:13])[C:9]([O:11][CH3:12])=[O:10])=[CH:4][CH:3]=1.OC1[CH2:25][CH2:24][N:23]([CH3:26])[CH2:22][CH2:21]1, predict the reaction product. The product is: [F:1][C:2]1[CH:3]=[CH:4][C:5]([C:8]([CH:14]2[CH2:15][CH2:16][CH2:17][CH2:18]2)([CH3:13])[C:9]([O:11][CH:12]2[CH2:25][CH2:24][N:23]([CH3:26])[CH2:22][CH2:21]2)=[O:10])=[CH:6][CH:7]=1. (7) Given the reactants [CH:1]([O:4][C:5](=[O:19])[C:6]1[CH:11]=[CH:10][C:9]([C:12]([F:15])([F:14])[F:13])=[CH:8][C:7]=1B(O)O)([CH3:3])[CH3:2].Br[C:21]1[C:26]([Cl:27])=[CH:25][CH:24]=[CH:23][N:22]=1.O1CCOCC1, predict the reaction product. The product is: [CH:1]([O:4][C:5](=[O:19])[C:6]1[CH:11]=[CH:10][C:9]([C:12]([F:15])([F:14])[F:13])=[CH:8][C:7]=1[C:21]1[C:26]([Cl:27])=[CH:25][CH:24]=[CH:23][N:22]=1)([CH3:3])[CH3:2].